The task is: Predict the product of the given reaction.. This data is from Forward reaction prediction with 1.9M reactions from USPTO patents (1976-2016). (1) Given the reactants Cl[C:2]1[C:3]([NH:18][C:19]2[CH:23]=[C:22]([O:24][CH3:25])[NH:21][N:20]=2)=[N:4][C:5]([NH:8][C@H:9]([C:11]2[N:16]=[CH:15][C:14]([F:17])=[CH:13][N:12]=2)[CH3:10])=[N:6][CH:7]=1.COC1NN=C(NC2C=C([C:40]([F:43])([F:42])[F:41])N=C(S(C)(=O)=O)N=2)C=1.CCN(C(C)C)C(C)C, predict the reaction product. The product is: [F:17][C:14]1[CH:13]=[N:12][C:11]([C@@H:9]([NH:8][C:5]2[N:4]=[C:3]([NH:18][C:19]3[CH:23]=[C:22]([O:24][CH3:25])[NH:21][N:20]=3)[CH:2]=[C:7]([C:40]([F:43])([F:42])[F:41])[N:6]=2)[CH3:10])=[N:16][CH:15]=1. (2) Given the reactants [CH3:1][O:2][C:3]([C:5]1(Br)[CH:14]=[C:13]([O:15][CH2:16][O:17][CH2:18][CH2:19][Si:20]([CH3:23])([CH3:22])[CH3:21])[C:12]2[C:7](=[CH:8][CH:9]=[C:10]([O:24][CH3:25])[CH:11]=2)[NH:6]1)=[O:4].[CH3:27][N:28]1[CH2:34][CH2:33][CH2:32][NH:31][CH2:30][CH2:29]1.C1C=CC(P(C2C(C3C(P(C4C=CC=CC=4)C4C=CC=CC=4)=CC=C4C=3C=CC=C4)=C3C(C=CC=C3)=CC=2)C2C=CC=CC=2)=CC=1.C(=O)([O-])[O-].[Cs+].[Cs+], predict the reaction product. The product is: [CH3:1][O:2][C:3]([C:5]1[CH:14]=[C:13]([O:15][CH2:16][O:17][CH2:18][CH2:19][Si:20]([CH3:23])([CH3:22])[CH3:21])[C:12]2[C:7](=[C:8]([N:31]3[CH2:32][CH2:33][CH2:34][N:28]([CH3:27])[CH2:29][CH2:30]3)[CH:9]=[C:10]([O:24][CH3:25])[CH:11]=2)[N:6]=1)=[O:4].